Dataset: Forward reaction prediction with 1.9M reactions from USPTO patents (1976-2016). Task: Predict the product of the given reaction. (1) Given the reactants S(O)(O)(=O)=O.[NH2:6][OH:7].O.[OH-].[Na+].[N:11]1[CH:16]=[CH:15][CH:14]=[CH:13][C:12]=1[O:17][CH2:18][C:19]1[CH:24]=[CH:23][C:22]([CH2:25][CH:26]=O)=[CH:21][CH:20]=1, predict the reaction product. The product is: [N:11]1[CH:16]=[CH:15][CH:14]=[CH:13][C:12]=1[O:17][CH2:18][C:19]1[CH:24]=[CH:23][C:22]([CH2:25][CH:26]=[N:6][OH:7])=[CH:21][CH:20]=1. (2) Given the reactants [F:1][C:2]1[CH:3]=[C:4]2[C:8](=[CH:9][CH:10]=1)[NH:7][C:6](=[O:11])[C:5]2=[N:12][N:13]=[CH:14][C:15]1[NH:19][C:18]([CH3:20])=[C:17]([C:21](O)=[O:22])[C:16]=1[CH3:24].Cl.C(N=C=NCCCN(C)C)C.OC1C2N=NNC=2C=CC=1.C(N(CC)CC)C.Cl.[CH3:55][O:56][C:57](=[O:60])[CH2:58][NH2:59], predict the reaction product. The product is: [CH3:55][O:56][C:57](=[O:60])[CH2:58][NH:59][C:21]([C:17]1[C:16]([CH3:24])=[C:15]([CH:14]=[N:13][N:12]=[C:5]2[C:4]3[C:8](=[CH:9][CH:10]=[C:2]([F:1])[CH:3]=3)[NH:7][C:6]2=[O:11])[NH:19][C:18]=1[CH3:20])=[O:22]. (3) Given the reactants [CH:1]1([CH2:4][NH:5][C:6](=[O:17])[NH:7][C:8]2[CH:16]=[CH:15][C:11]([C:12]([OH:14])=O)=[CH:10][CH:9]=2)[CH2:3][CH2:2]1.[F:18][C:19]([F:44])([F:43])[C:20]([C:26]1[CH:42]=[CH:41][C:29]([CH2:30][N:31]2[CH2:36][CH2:35][NH:34][CH:33]([C:37]([O:39][CH3:40])=[O:38])[CH2:32]2)=[CH:28][CH:27]=1)([OH:25])[C:21]([F:24])([F:23])[F:22].C(N(CC)CC)C.CCCP1(OP(CCC)(=O)OP(CCC)(=O)O1)=O, predict the reaction product. The product is: [CH:1]1([CH2:4][NH:5][C:6](=[O:17])[NH:7][C:8]2[CH:9]=[CH:10][C:11]([C:12]([N:34]3[CH2:35][CH2:36][N:31]([CH2:30][C:29]4[CH:41]=[CH:42][C:26]([C:20]([OH:25])([C:21]([F:22])([F:23])[F:24])[C:19]([F:44])([F:18])[F:43])=[CH:27][CH:28]=4)[CH2:32][CH:33]3[C:37]([O:39][CH3:40])=[O:38])=[O:14])=[CH:15][CH:16]=2)[CH2:2][CH2:3]1. (4) Given the reactants [Cl:1][S:2]([OH:5])(=O)=[O:3].[Cl:6][C:7]1[CH:8]=[CH:9][C:10]2[C:11](=[O:20])[C:12]3[N:13]([CH2:16][CH2:17][CH2:18][N:19]=3)[C:14]=2[CH:15]=1, predict the reaction product. The product is: [Cl:6][C:7]1[C:8]([S:2]([Cl:1])(=[O:5])=[O:3])=[CH:9][C:10]2[C:11](=[O:20])[C:12]3[N:13]([CH2:16][CH2:17][CH2:18][N:19]=3)[C:14]=2[CH:15]=1.